From a dataset of Full USPTO retrosynthesis dataset with 1.9M reactions from patents (1976-2016). Predict the reactants needed to synthesize the given product. (1) Given the product [ClH:1].[N:12]1([C:10]2[C:9]3[C:4](=[CH:5][CH:6]=[CH:7][CH:8]=3)[N:3]=[C:2]([NH:25][CH2:24][C:23]3[CH:22]=[CH:21][C:20]([C:19]([F:18])([F:28])[F:29])=[CH:27][CH:26]=3)[N:11]=2)[CH2:17][CH2:16][CH2:15][CH2:14][CH2:13]1, predict the reactants needed to synthesize it. The reactants are: [Cl:1][C:2]1[N:11]=[C:10]([N:12]2[CH2:17][CH2:16][CH2:15][CH2:14][CH2:13]2)[C:9]2[C:4](=[CH:5][CH:6]=[CH:7][CH:8]=2)[N:3]=1.[F:18][C:19]([F:29])([F:28])[C:20]1[CH:27]=[CH:26][C:23]([CH2:24][NH2:25])=[CH:22][CH:21]=1. (2) Given the product [C:27]([CH:45]1[CH2:47][CH2:17][CH:16]([CH:26]([NH:11][C:12]([NH:14][C:15]2[CH:16]=[CH:17][C:18]([O:21][C:22]([F:23])([F:24])[F:25])=[CH:19][CH:20]=2)=[O:13])[C:27]2[CH:44]=[CH:43][C:30]([C:31]([CH:33]([NH:37][CH2:38][CH2:39][C:40]([OH:42])=[O:41])[CH:34]3[CH2:35][CH2:36]3)=[O:32])=[CH:29][CH:28]=2)[CH2:15][CH2:20]1)([CH3:44])([CH3:28])[CH3:26], predict the reactants needed to synthesize it. The reactants are: C(C1CCC([N:11]([CH2:26][C:27]2[CH:44]=[CH:43][C:30]([C:31]([CH:33]([NH:37][CH2:38][CH2:39][C:40]([OH:42])=[O:41])[CH:34]3[CH2:36][CH2:35]3)=[O:32])=[CH:29][CH:28]=2)[C:12]([NH:14][C:15]2[CH:20]=[CH:19][C:18]([O:21][C:22]([F:25])([F:24])[F:23])=[CH:17][CH:16]=2)=[O:13])CC1)(C)(C)C.[C:45](O)([C:47](F)(F)F)=O.